From a dataset of Full USPTO retrosynthesis dataset with 1.9M reactions from patents (1976-2016). Predict the reactants needed to synthesize the given product. (1) Given the product [NH2:24][C:20]1[CH:19]=[C:18]([CH2:17][C:16]([NH:15][C:11]2[CH:12]=[CH:13][CH:14]=[C:9]([NH:8][C:6]3[C:5]([Cl:28])=[CH:4][N:3]=[C:2]([Cl:1])[N:7]=3)[CH:10]=2)=[O:27])[CH:23]=[CH:22][CH:21]=1, predict the reactants needed to synthesize it. The reactants are: [Cl:1][C:2]1[N:7]=[C:6]([NH:8][C:9]2[CH:10]=[C:11]([NH:15][C:16](=[O:27])[CH2:17][C:18]3[CH:23]=[CH:22][CH:21]=[C:20]([N+:24]([O-])=O)[CH:19]=3)[CH:12]=[CH:13][CH:14]=2)[C:5]([Cl:28])=[CH:4][N:3]=1. (2) Given the product [CH2:10]([C@H:9]1[C@H:8]([NH:18][C:19](=[O:25])[O:20][C:21]([CH3:24])([CH3:22])[CH3:23])[C:7](=[O:26])[N:5]2[CH2:6][C@H:2]([OH:1])[CH2:3][C@H:4]2[C:27](=[O:44])[NH:28][C@:29]2([C:34](=[O:43])[NH:35][S:36]([C:39]3([CH3:42])[CH2:40][CH2:41]3)(=[O:38])=[O:37])[CH2:31][C@H:30]2[CH:17]=[CH:16][CH2:15][CH2:14][CH2:13][O:12]1)[CH3:11], predict the reactants needed to synthesize it. The reactants are: [OH:1][C@H:2]1[CH2:6][N:5]([C:7](=[O:26])[C@@H:8]([NH:18][C:19](=[O:25])[O:20][C:21]([CH3:24])([CH3:23])[CH3:22])[C@@H:9]([O:12][CH2:13][CH2:14][CH2:15][CH:16]=[CH2:17])[CH2:10][CH3:11])[C@H:4]([C:27](=[O:44])[NH:28][C@:29]2([C:34](=[O:43])[NH:35][S:36]([C:39]3([CH3:42])[CH2:41][CH2:40]3)(=[O:38])=[O:37])[CH2:31][C@H:30]2C=C)[CH2:3]1. (3) Given the product [CH3:32][O:33][C:34]1[CH:35]=[C:36]([O:40][CH2:2][CH2:3][CH2:4][S:5]([N:8]2[CH2:13][CH2:12][CH:11]([C:14]3[C:22]4[C:17](=[C:18]([C:29]([NH2:31])=[O:30])[CH:19]=[C:20]([C:23]5[CH:28]=[CH:27][CH:26]=[CH:25][CH:24]=5)[CH:21]=4)[NH:16][CH:15]=3)[CH2:10][CH2:9]2)(=[O:7])=[O:6])[CH:37]=[CH:38][CH:39]=1, predict the reactants needed to synthesize it. The reactants are: Cl[CH2:2][CH2:3][CH2:4][S:5]([N:8]1[CH2:13][CH2:12][CH:11]([C:14]2[C:22]3[C:17](=[C:18]([C:29]([NH2:31])=[O:30])[CH:19]=[C:20]([C:23]4[CH:28]=[CH:27][CH:26]=[CH:25][CH:24]=4)[CH:21]=3)[NH:16][CH:15]=2)[CH2:10][CH2:9]1)(=[O:7])=[O:6].[CH3:32][O:33][C:34]1[CH:35]=[C:36]([OH:40])[CH:37]=[CH:38][CH:39]=1.C([O-])([O-])=O.[K+].[K+]. (4) Given the product [F:1][C:2]1[C:27]([F:28])=[CH:26][CH:25]=[CH:24][C:3]=1[CH2:4][S:5]([C:6]1[N:7]=[C:8]([NH:16][C@@H:17]([CH2:22][OH:23])[CH2:18][CH:19]([CH3:21])[CH3:20])[C:9]2[S:14][C:13](=[O:15])[NH:12][C:10]=2[N:11]=1)(=[O:30])=[O:44], predict the reactants needed to synthesize it. The reactants are: [F:1][C:2]1[C:27]([F:28])=[CH:26][CH:25]=[CH:24][C:3]=1[CH2:4][S:5][C:6]1[N:7]=[C:8]([NH:16][C@@H:17]([CH2:22][OH:23])[CH2:18][CH:19]([CH3:21])[CH3:20])[C:9]2[S:14][C:13](=[O:15])[NH:12][C:10]=2[N:11]=1.S([O-])(O[O-])(=O)=[O:30].[K+].[K+].S([O-])([O-])(=O)=S.[Na+].[Na+].[OH2:44]. (5) Given the product [Cl:44][C:45]1[CH:53]=[CH:52][C:48]([C:49]([N:14]2[CH2:13][CH2:12][C:11]([C:6]3[CH:7]=[C:8]([F:10])[CH:9]=[C:4]([Cl:3])[CH:5]=3)([CH2:17][CH2:18][N:19]3[C@H:24]4[CH2:25][CH2:26][C@@H:20]3[CH2:21][CH:22]([N:27]3[C:31]5[CH:32]=[CH:33][CH:34]=[CH:35][C:30]=5[N:29]=[C:28]3[CH3:36])[CH2:23]4)[CH2:16][CH2:15]2)=[O:50])=[CH:47][C:46]=1[S:54]([NH2:55])(=[O:57])=[O:56], predict the reactants needed to synthesize it. The reactants are: Cl.Cl.[Cl:3][C:4]1[CH:5]=[C:6]([C:11]2([CH2:17][CH2:18][N:19]3[C@H:24]4[CH2:25][CH2:26][C@@H:20]3[CH2:21][CH:22]([N:27]3[C:31]5[CH:32]=[CH:33][CH:34]=[CH:35][C:30]=5[N:29]=[C:28]3[CH3:36])[CH2:23]4)[CH2:16][CH2:15][NH:14][CH2:13][CH2:12]2)[CH:7]=[C:8]([F:10])[CH:9]=1.C(N(CC)CC)C.[Cl:44][C:45]1[CH:53]=[CH:52][C:48]([C:49](O)=[O:50])=[CH:47][C:46]=1[S:54](=[O:57])(=[O:56])[NH2:55].F[P-](F)(F)(F)(F)F.N1(OC(N(C)C)=[N+](C)C)C2N=CC=CC=2N=N1.